Dataset: Drug-target binding data from BindingDB using Ki measurements. Task: Regression. Given a target protein amino acid sequence and a drug SMILES string, predict the binding affinity score between them. We predict pKi (pKi = -log10(Ki in M); higher means stronger inhibition). Dataset: bindingdb_ki. (1) The small molecule is NC(=NCc1ccccc1)NC(=O)c1nc(Cl)c(N)nc1N. The target protein (P50442) has sequence MLRVRCLRGGSRGAEAVHYIGSRLGGSLTGWVQRTFQSTQAATASSQNSCAAEDKATHPLPKDCPVSSYNEWDPLEEVIVGRAENACVPPFTVEVKANTYEKYWPFYQKNGGLYFPKDHLKKAVAEVEEMCNILSMEGVTVKRPDPIDWSLKYKTPDFESTGLYSAMPRDILMVVGNEIIEAPMAWRSRFFEYRAYRSIIKDYFHRGAKWTTAPKPTMADELYDQDYPIHSVEDRHKLAAQGKFVTTEFEPCFDAADFIRAGRDIFAQRSQVTNYLGIEWMRRHLAPDYRVHIISFKDPNPMHIDATFNIIGPGLVLSNPDRPCHQIDLFKKAGWTIVTPPTPVIPDDHPLWMSSKWLSMNVLMLDEKRVMVDANEVPIQKMFEKLGISTIKVNIRNANSLGGGFHCWTCDVRRRGTLQSYFD. The pKi is 5.0. (2) The drug is NC(CCl)P(=O)(O)O. The target protein (P0A6B4) has sequence MQAATVVINRRALRHNLQRLRELAPASKMVAVVKANAYGHGLLETARTLPDADAFGVARLEEALRLRAGGITKPVLLLEGFFDARDLPTISAQHFHTAVHNEEQLAALEEASLDEPVTVWMKLDTGMHRLGVRPEQAEAFYHRLTQCKNVRQPVNIVSHFARADEPKCGATEKQLAIFNTFCEGKPGQRSIAASGGILLWPQSHFDWVRPGIILYGVSPLEDRSTGADFGCQPVMSLTSSLIAVREHKAGEPVGYGGTWVSERDTRLGVVAMGYGDGYPRAAPSGTPVLVNGREVPIVGRVAMDMICVDLGPQAQDKAGDPVILWGEGLPVERIAEMTKVSAYELITRLTSRVAMKYVD. The pKi is 2.7. (3) The compound is COc1ccccc1N1CCN(CCCCNC(=O)c2cnn3ccc(COCCOCCOCCOCCOCc4ccn5ncc(C(=O)NCCCCN6CCN(c7ccccc7OC)CC6)c5c4)cc23)CC1. The target protein sequence is MVFLSGNASDSSNCTHPPPPVNISKAILLGVILGGLIIFGVLGNILVILSVACHRHLHSVTHYYIVNLAVADLLLTSTVLPFSAIFEILGYWAFGRVFCNIWAAVDVLCCTASIMGLCIISIDRYIGVSYPLRYPTIVTQKRGLMALLCVWALSLVISIGPLFGWRQPAPEDETICQINEEPGYVLFSALGSFYVPLTIILVMYCRVYVVAKRESRGLKSGLKTDKSDSEQVTLRIHRKNAPVGGSGVTSAKNKTHFSVRLLKFSREKKAAKTLGIVVGCFVLCWLPFFLVMPIGSFFPDFRPSETVFKIAFWLGYLNSCINPIIYPCSSQEFKKAFQNVLRIQCLRRKQSSRHALGYTLHPTSHALEEQHKDLVRIPVGSGETFYKISKTDGVCEWKFFSSMPRASARITVPKDPSACTTARVRSKNFLQVCCCMGPSTPSRDENHPIPTIKIHTISLSENGEEV. The pKi is 9.0. (4) The compound is CN1CC[C@]23c4c5ccc(O)c4O[C@H]2c2ncc(-c4ccc(Cl)cc4Cl)cc2C[C@H]3C1C5. The target protein sequence is MEPVPSARAELQFSLLANVSDTFPSAFPSASANASGSPGARSASSLALAIAITALYSAVCAVGLLGNVLVMFGIVRYTKLKTATNIYIFNLALADALATSTLPFQSAKYLMETWPFGELLCKAVLSIDYYNMFTSIFTLTMMSVDRYIAVCHPVKALDFRTPAKAKLINICIWVLASGVGVPIMVMAVTQPRDGAVVCTLQFPSPSWYWDTVTKICVFLFAFVVPILIITVCYGLMLLRLRSVRLLSGSKEKDRSLRRITRMVLVVVGAFVVCWAPIHIFVIVWTLVDINRRDPLVVAALHLCIALGYANSSLNPVLYAFLDENFKRCFRQLCRAPCGGQEPGSLRRPRQATARERVTACTPSDGPGGGAAA. The pKi is 8.9. (5) The small molecule is CCCCN1CCC(CCC(=O)c2cc(Cl)c(N)cc2OC)CC1. The target protein (O77680) has sequence MRTLNTSAMDGTGLVVERDFSVRILTACFLSLLILSTLLGNTLVCAAVIRFRHLRSKVTNFFVISLAVSDLLVAVLVMPWKAVAEIAGFWPFGSFCNIWVAFDIMCSTASILNLCVISVDRYWAISSPFRYERKMTPKAAFILISVAWTLSVLISFIPVQLSWHKAKPTSPSDGNATSLAETIDNCDSSLSRTYAISSSVISFYIPVAIMIVTYTRIYRIAQKQIRRIAALERAAVHAKNCQTTTGNGKPVECSQPESSFKMSFKRETKVLKTLSVIMGVFVCCWLPFFILNCILPFCGSGETQPFCIDSITFDVFVWFGWANSSLNPIIYAFNADFRKAFSTLLGCYRLCPATNNAIETVSINNNGAAMFSSHHEPRGSISKECNLVYLIPHAVGSSEDLKKEEAAGIARPLEKLSPALSVILDYDTDVSLEKIQPITQNGQHPT. The pKi is 5.0.